From a dataset of Merck oncology drug combination screen with 23,052 pairs across 39 cell lines. Regression. Given two drug SMILES strings and cell line genomic features, predict the synergy score measuring deviation from expected non-interaction effect. Drug 1: CN(Cc1cnc2nc(N)nc(N)c2n1)c1ccc(C(=O)NC(CCC(=O)O)C(=O)O)cc1. Drug 2: Cn1cc(-c2cnn3c(N)c(Br)c(C4CCCNC4)nc23)cn1. Cell line: NCIH23. Synergy scores: synergy=-10.4.